This data is from Forward reaction prediction with 1.9M reactions from USPTO patents (1976-2016). The task is: Predict the product of the given reaction. (1) Given the reactants [Cl:1][C:2]1[CH:3]=[C:4]([C:9]2[CH:10]=[N:11][C:12]([N:18]3[CH2:23][CH2:22][O:21][CH2:20][CH2:19]3)=[C:13]([CH:17]=2)[C:14]([OH:16])=O)[CH:5]=[C:6]([CH3:8])[CH:7]=1.[CH3:24][O:25][C:26]1[CH:27]=[C:28]([CH:31]=[CH:32][C:33]=1[O:34][CH3:35])[CH2:29][NH2:30].C(Cl)CCl.C1C=CC2N(O)N=NC=2C=1.CN1CCOCC1, predict the reaction product. The product is: [Cl:1][C:2]1[CH:3]=[C:4]([C:9]2[CH:10]=[N:11][C:12]([N:18]3[CH2:19][CH2:20][O:21][CH2:22][CH2:23]3)=[C:13]([CH:17]=2)[C:14]([NH:30][CH2:29][C:28]2[CH:31]=[CH:32][C:33]([O:34][CH3:35])=[C:26]([O:25][CH3:24])[CH:27]=2)=[O:16])[CH:5]=[C:6]([CH3:8])[CH:7]=1. (2) Given the reactants Cl.[C:2]([NH:6][NH2:7])([CH3:5])([CH3:4])[CH3:3].Cl.[F:9][C:10]([F:20])([F:19])[C:11](=O)[CH2:12][C:13](OCC)=[O:14], predict the reaction product. The product is: [C:2]([N:6]1[C:13]([OH:14])=[CH:12][C:11]([C:10]([F:20])([F:19])[F:9])=[N:7]1)([CH3:5])([CH3:4])[CH3:3]. (3) Given the reactants [C@@H:1]12[O:8][C@@H:5]([CH2:6][CH2:7]1)[CH2:4][N:3]([C:9]1[CH:10]=[C:11]([NH:15][C:16]3[C:17]4[N:25]=[CH:24][S:23][C:18]=4[N:19]=[C:20](Cl)[N:21]=3)[CH:12]=[CH:13][CH:14]=1)[CH2:2]2.CC1(C)C(C)(C)OB([C:34]2[CH:35]=[C:36]([CH:41]=[CH:42][CH:43]=2)[C:37]([O:39][CH3:40])=[O:38])O1.C([O-])([O-])=O.[Na+].[Na+], predict the reaction product. The product is: [C@@H:1]12[O:8][C@@H:5]([CH2:6][CH2:7]1)[CH2:4][N:3]([C:9]1[CH:10]=[C:11]([NH:15][C:16]3[C:17]4[N:25]=[CH:24][S:23][C:18]=4[N:19]=[C:20]([C:34]4[CH:35]=[C:36]([CH:41]=[CH:42][CH:43]=4)[C:37]([O:39][CH3:40])=[O:38])[N:21]=3)[CH:12]=[CH:13][CH:14]=1)[CH2:2]2. (4) Given the reactants [Si:1]([O:8]S(C(F)(F)F)(=O)=O)([C:4]([CH3:7])([CH3:6])[CH3:5])([CH3:3])[CH3:2].[CH3:16][O:17][C:18]([CH:20]1[C:24]([CH3:25])=[CH:23][C:22](=O)[N:21]1C(OC(C)(C)C)=O)=[O:19].N1C(C)=CC=CC=1C, predict the reaction product. The product is: [CH3:16][O:17][C:18]([C:20]1[NH:21][C:22]([O:8][Si:1]([C:4]([CH3:7])([CH3:6])[CH3:5])([CH3:3])[CH3:2])=[CH:23][C:24]=1[CH3:25])=[O:19]. (5) Given the reactants I[C:2]1[C:10]2[C:5](=[CH:6][CH:7]=[C:8]([C:11]([NH:13][CH2:14][C:15]3[CH:20]=[CH:19][CH:18]=[CH:17][C:16]=3[N:21]3[CH2:26][CH2:25][O:24][CH2:23][CH2:22]3)=[O:12])[CH:9]=2)[NH:4][N:3]=1.[CH3:27][N:28]1[CH2:33][CH2:32][CH:31]([O:34][C:35]2[CH:40]=[CH:39][C:38](B3OC(C)(C)C(C)(C)O3)=[CH:37][CH:36]=2)[CH2:30][CH2:29]1.C([O-])([O-])=O.[Na+].[Na+].C1(C)C=CC=CC=1, predict the reaction product. The product is: [CH3:27][N:28]1[CH2:33][CH2:32][CH:31]([O:34][C:35]2[CH:40]=[CH:39][C:38]([C:2]3[C:10]4[C:5](=[CH:6][CH:7]=[C:8]([C:11]([NH:13][CH2:14][C:15]5[CH:20]=[CH:19][CH:18]=[CH:17][C:16]=5[N:21]5[CH2:26][CH2:25][O:24][CH2:23][CH2:22]5)=[O:12])[CH:9]=4)[NH:4][N:3]=3)=[CH:37][CH:36]=2)[CH2:30][CH2:29]1.